Dataset: Reaction yield outcomes from USPTO patents with 853,638 reactions. Task: Predict the reaction yield, written as a fraction of the theoretical maximum amount of product (1.0 means a 100% yield; for example, 0.34 means a 34% yield). The reactants are [F:1][C:2]([F:26])([F:25])[C:3]1[CH:20]=[C:19]([C:21]([F:24])([F:23])[F:22])[CH:18]=[CH:17][C:4]=1[CH2:5][O:6][C:7]1[CH:14]=[CH:13][C:10](C=O)=[CH:9][C:8]=1[O:15][CH3:16].[NH:27]=[C:28]1[CH2:32][N:31]([CH3:33])[C:30](=[O:34])[N:29]1C(C1C=CC=CC=1)=O.[CH3:43]C(C)([O-])C.[K+]. The catalyst is C(O)C. The product is [NH2:27][C:28]1=[N:29][C:30](=[O:34])[N:31]([CH3:33])/[C:32]/1=[CH:43]\[C:10]1[CH:13]=[CH:14][C:7]([O:6][CH2:5][C:4]2[CH:17]=[CH:18][C:19]([C:21]([F:23])([F:22])[F:24])=[CH:20][C:3]=2[C:2]([F:1])([F:25])[F:26])=[C:8]([O:15][CH3:16])[CH:9]=1. The yield is 0.180.